Task: Predict the reactants needed to synthesize the given product.. Dataset: Full USPTO retrosynthesis dataset with 1.9M reactions from patents (1976-2016) (1) Given the product [C:45]([O:44][C:42]([N:39]([CH2:40][CH3:41])[C:34]1[CH:35]=[CH:36][CH:37]=[CH:38][C:33]=1[C:31]1[CH:30]=[CH:29][C:24]([C:25]([O:27][CH3:28])=[O:26])=[C:23]([NH:22][C:19]([C:15]2[CH:16]=[N:17][CH:18]=[C:13]([C:7]3[CH:8]=[CH:9][CH:10]=[CH:11][CH:12]=3)[CH:14]=2)=[O:21])[CH:32]=1)=[O:43])([CH3:48])([CH3:47])[CH3:46], predict the reactants needed to synthesize it. The reactants are: C(Cl)(=O)C(Cl)=O.[C:7]1([C:13]2[CH:14]=[C:15]([C:19]([OH:21])=O)[CH:16]=[N:17][CH:18]=2)[CH:12]=[CH:11][CH:10]=[CH:9][CH:8]=1.[NH2:22][C:23]1[CH:32]=[C:31]([C:33]2[CH:38]=[CH:37][CH:36]=[CH:35][C:34]=2[N:39]([C:42]([O:44][C:45]([CH3:48])([CH3:47])[CH3:46])=[O:43])[CH2:40][CH3:41])[CH:30]=[CH:29][C:24]=1[C:25]([O:27][CH3:28])=[O:26].C(OCC)(=O)C. (2) Given the product [CH3:45][O:46][C:47]1[CH:52]=[CH:51][C:50]([CH2:53][CH:54]([NH:56][C:20]([C:17]2[CH:18]=[CH:19][C:14]([C:3]3[CH:4]=[C:5]([C:8]4[O:9][C:10]([CH3:13])=[N:11][N:12]=4)[CH:6]=[CH:7][C:2]=3[CH3:1])=[CH:15][CH:16]=2)=[O:22])[CH3:55])=[CH:49][CH:48]=1, predict the reactants needed to synthesize it. The reactants are: [CH3:1][C:2]1[CH:7]=[CH:6][C:5]([C:8]2[O:9][C:10]([CH3:13])=[N:11][N:12]=2)=[CH:4][C:3]=1[C:14]1[CH:19]=[CH:18][C:17]([C:20]([OH:22])=O)=[CH:16][CH:15]=1.C1C=CC2N(O)N=NC=2C=1.Cl.CN(C)CCCN=C=NCC.[CH3:45][O:46][C:47]1[CH:52]=[CH:51][C:50]([CH2:53][CH:54]([NH2:56])[CH3:55])=[CH:49][CH:48]=1.